This data is from Full USPTO retrosynthesis dataset with 1.9M reactions from patents (1976-2016). The task is: Predict the reactants needed to synthesize the given product. (1) Given the product [CH2:41]([NH:40][C:38]([NH:37][C:33]1[CH:32]=[C:31]([NH:30][C:17]2[N:16]=[C:15]([NH:14][CH2:13][CH2:12][CH2:11][NH:10][C:9](=[O:43])[O:8][CH2:7][C:1]3[CH:6]=[CH:5][CH:4]=[CH:3][CH:2]=3)[C:20]([CH2:21][OH:22])=[CH:19][N:18]=2)[CH:36]=[CH:35][CH:34]=1)=[O:39])[CH3:42], predict the reactants needed to synthesize it. The reactants are: [C:1]1([CH2:7][O:8][C:9](=[O:43])[NH:10][CH2:11][CH2:12][CH2:13][NH:14][C:15]2[C:20]([CH2:21][O:22][Si](C(C)(C)C)(C)C)=[CH:19][N:18]=[C:17]([NH:30][C:31]3[CH:36]=[CH:35][CH:34]=[C:33]([NH:37][C:38]([NH:40][CH2:41][CH3:42])=[O:39])[CH:32]=3)[N:16]=2)[CH:6]=[CH:5][CH:4]=[CH:3][CH:2]=1.C([O-])(O)=O.[Na+].C(OCC)(=O)C. (2) The reactants are: [C:1]([O:5][C:6]([N:8]1[CH2:13][CH2:12][CH2:11][CH:10]([CH2:14][NH2:15])[CH2:9]1)=[O:7])([CH3:4])([CH3:3])[CH3:2].C(N(CC)CC)C.Cl[C:24]([O:26][CH2:27][C:28]1[CH:33]=[CH:32][CH:31]=[CH:30][CH:29]=1)=[O:25]. Given the product [C:1]([O:5][C:6]([N:8]1[CH2:13][CH2:12][CH2:11][CH:10]([CH2:14][NH:15][C:24]([O:26][CH2:27][C:28]2[CH:33]=[CH:32][CH:31]=[CH:30][CH:29]=2)=[O:25])[CH2:9]1)=[O:7])([CH3:4])([CH3:3])[CH3:2], predict the reactants needed to synthesize it. (3) The reactants are: [NH2:1][C@@H:2]1[CH2:7][CH2:6][CH2:5][N:4](C(OC(C)(C)C)=O)[CH2:3]1.[C:15]([C:19]1[CH:27]=[C:26]2[C:22]([CH:23]=[C:24]([C:28](O)=[O:29])[NH:25]2)=[CH:21][CH:20]=1)([CH3:18])([CH3:17])[CH3:16].N. Given the product [C:15]([C:19]1[CH:27]=[C:26]2[C:22]([CH:23]=[C:24]([C:28]([NH:1][C@@H:2]3[CH2:7][CH2:6][CH2:5][NH:4][CH2:3]3)=[O:29])[NH:25]2)=[CH:21][CH:20]=1)([CH3:18])([CH3:16])[CH3:17], predict the reactants needed to synthesize it. (4) Given the product [CH2:7]([N:14]1[C:18]([CH2:19][OH:20])=[CH:17][C:16]([O:23][CH2:24][CH3:25])=[N:15]1)[C:8]1[CH:9]=[CH:10][CH:11]=[CH:12][CH:13]=1, predict the reactants needed to synthesize it. The reactants are: [H-].[Al+3].[Li+].[H-].[H-].[H-].[CH2:7]([N:14]1[C:18]([C:19](OC)=[O:20])=[CH:17][C:16]([O:23][CH2:24][CH3:25])=[N:15]1)[C:8]1[CH:13]=[CH:12][CH:11]=[CH:10][CH:9]=1. (5) The reactants are: [Cl:1][C:2]1[C:3]([NH:17][C:18]23[C:24]([CH3:26])([CH3:25])[C:21]([CH3:27])([CH2:22][CH2:23]2)[C:20](=[O:28])[CH2:19]3)=[C:4]2[N:10]=[C:9]([C:11]3[CH:12]=[N:13][N:14]([CH3:16])[CH:15]=3)[NH:8][C:5]2=[N:6][CH:7]=1.C(O)C.[BH4-].[Na+]. Given the product [Cl:1][C:2]1[C:3]([NH:17][C@@:18]23[C:24]([CH3:25])([CH3:26])[C:21]([CH3:27])([CH2:22][CH2:23]2)[CH:20]([OH:28])[CH2:19]3)=[C:4]2[N:10]=[C:9]([C:11]3[CH:12]=[N:13][N:14]([CH3:16])[CH:15]=3)[NH:8][C:5]2=[N:6][CH:7]=1, predict the reactants needed to synthesize it. (6) The reactants are: [C:1]([OH:6])(=O)[C:2](O)=O.[C:7]([C:9]1([C:19]2[CH:24]=[CH:23][C:22]([O:25][CH3:26])=[C:21]([O:27][CH3:28])[CH:20]=2)OC(CCC(C)C)CO1)#[N:8].[C:29](=O)([O-])[O-].[K+].[K+].[CH3:35][C:36]([CH3:38])=O. Given the product [CH3:28][O:27][C:21]1[CH:20]=[C:19]([C:9]([CH:36]([CH3:38])[CH3:35])([CH2:29][CH2:2][CH:1]=[O:6])[C:7]#[N:8])[CH:24]=[CH:23][C:22]=1[O:25][CH3:26], predict the reactants needed to synthesize it.